This data is from Full USPTO retrosynthesis dataset with 1.9M reactions from patents (1976-2016). The task is: Predict the reactants needed to synthesize the given product. (1) Given the product [Cl:1][C:2]1[CH:7]=[CH:6][C:5]([N:8]([CH2:9][C:10]2[NH:14][CH:13]=[CH:12][N:11]=2)[CH3:19])=[CH:4][C:3]=1[O:15][CH3:16], predict the reactants needed to synthesize it. The reactants are: [Cl:1][C:2]1[CH:7]=[CH:6][C:5]([NH:8][CH2:9][C:10]2[NH:11][CH:12]=[CH:13][N:14]=2)=[CH:4][C:3]=1[O:15][CH3:16].C=O.[C:19]([BH3-])#N.[Na+]. (2) The reactants are: [CH2:1]([N:8]1[CH2:13][CH2:12][CH:11]([O:14][C:15]2[S:16][C:17]3[CH:23]=[C:22](Br)[CH:21]=[CH:20][C:18]=3[N:19]=2)[CH2:10][CH2:9]1)[C:2]1[CH:7]=[CH:6][CH:5]=[CH:4][CH:3]=1.[Li]CCCC.O=[C:31]1[CH2:36][CH2:35][N:34]([C:37]([O:39][C:40]([CH3:43])([CH3:42])[CH3:41])=[O:38])[CH2:33][CH2:32]1. Given the product [CH2:1]([N:8]1[CH2:13][CH2:12][CH:11]([O:14][C:15]2[S:16][C:17]3[CH:23]=[C:22]([C:31]4[CH2:36][CH2:35][N:34]([C:37]([O:39][C:40]([CH3:43])([CH3:42])[CH3:41])=[O:38])[CH2:33][CH:32]=4)[CH:21]=[CH:20][C:18]=3[N:19]=2)[CH2:10][CH2:9]1)[C:2]1[CH:7]=[CH:6][CH:5]=[CH:4][CH:3]=1, predict the reactants needed to synthesize it. (3) Given the product [Cl:29][C:30]1[S:31][C:2]2[CH:8]=[C:7]([O:9][C:10]([F:13])([F:12])[F:11])[CH:6]=[CH:5][C:3]=2[N:4]=1, predict the reactants needed to synthesize it. The reactants are: Br[C:2]1[CH:8]=[C:7]([O:9][C:10]([F:13])([F:12])[F:11])[CH:6]=[CH:5][C:3]=1[NH2:4].SC1SC2C=C(OC(F)(F)F)C=CC=2N=1.[Cl:29][C:30]1[S:31]C2C=CC(Cl)=CC=2N=1. (4) Given the product [BrH:7].[Br:17][C:14]1[CH:15]=[CH:16][C:11]([C:9]2[N:1]3[CH2:5][CH2:4][N:3]=[C:2]3[S:6][CH:8]=2)=[CH:12][C:13]=1[CH3:18], predict the reactants needed to synthesize it. The reactants are: [NH:1]1[CH2:5][CH2:4][NH:3][C:2]1=[S:6].[Br:7][CH2:8][C:9]([C:11]1[CH:16]=[CH:15][C:14]([Br:17])=[C:13]([CH3:18])[CH:12]=1)=O.C(O)(=O)C. (5) Given the product [C:49]1([C:47]2[N:46]=[C:45]([C:55]3[CH:56]=[CH:57][CH:58]=[CH:59][CH:60]=3)[N:44]=[C:43]([C:39]3[CH:38]=[C:37]([C:31]4[C:32]5[O:70][C:28]6[C:20]([C:9]7[CH:8]=[CH:7][C:19]8[N:18]([C:7]9[CH:19]=[CH:11][CH:10]=[CH:9][CH:8]=9)[C:17]9[C:12]([C:11]=8[CH:10]=7)=[CH:13][CH:14]=[CH:15][CH:16]=9)=[CH:21][CH:22]=[CH:23][C:24]=6[C:25]=5[CH:26]=[CH:29][CH:30]=4)[CH:42]=[CH:41][CH:40]=3)[N:48]=2)[CH:54]=[CH:53][CH:52]=[CH:51][CH:50]=1, predict the reactants needed to synthesize it. The reactants are: C1([C:7]2[C:19]3[NH:18][C:17]4[C:12](=[CH:13][CH:14]=[CH:15][CH:16]=4)[C:11]=3[CH:10]=[C:9]([C:20]3[C:28]4O[C:26]5[C:29](B(O)O)=[CH:30][CH:31]=[CH:32][C:25]=5[C:24]=4[CH:23]=[CH:22][CH:21]=3)[CH:8]=2)C=CC=CC=1.Br[C:37]1[CH:38]=[C:39]([C:43]2[N:48]=[C:47]([C:49]3[CH:54]=[CH:53][CH:52]=[CH:51][CH:50]=3)[N:46]=[C:45]([C:55]3[CH:60]=[CH:59][CH:58]=[CH:57][CH:56]=3)[N:44]=2)[CH:40]=[CH:41][CH:42]=1.C([O-])([O-])=O.[Na+].[Na+].ClCCl.[OH2:70]. (6) Given the product [CH2:8]([NH:1][C@@H:2]([C:5]([OH:7])=[O:6])[CH2:3][OH:4])[C:9]1[CH:14]=[CH:13][CH:12]=[CH:11][CH:10]=1, predict the reactants needed to synthesize it. The reactants are: [NH2:1][C@@H:2]([C:5]([OH:7])=[O:6])[CH2:3][OH:4].[CH:8](=O)[C:9]1[CH:14]=[CH:13][CH:12]=[CH:11][CH:10]=1.[BH4-].[Na+]. (7) Given the product [Cl-:27].[C:24]([N+:1]1[C:22]([C:17]2[CH:18]=[CH:19][CH:20]=[CH:21][N:16]=2)=[C:15]([NH:14][CH:8]2[CH2:13][CH2:12][CH2:11][CH2:10][CH2:9]2)[N:3]2[CH:4]=[CH:5][CH:6]=[N:7][C:2]=12)(=[O:26])[CH3:25], predict the reactants needed to synthesize it. The reactants are: [NH2:1][C:2]1[N:7]=[CH:6][CH:5]=[CH:4][N:3]=1.[CH:8]1([N+:14]#[C-:15])[CH2:13][CH2:12][CH2:11][CH2:10][CH2:9]1.[N:16]1[CH:21]=[CH:20][CH:19]=[CH:18][C:17]=1[CH:22]=O.[C:24]([Cl:27])(=[O:26])[CH3:25].